This data is from Reaction yield outcomes from USPTO patents with 853,638 reactions. The task is: Predict the reaction yield, written as a fraction of the theoretical maximum amount of product (1.0 means a 100% yield; for example, 0.34 means a 34% yield). (1) The reactants are [F:1][C:2]1[N:7]=[CH:6][C:5]([NH2:8])=[CH:4][CH:3]=1.[C:9]([S-:11])#[N:10].[K+].BrBr.O. The catalyst is C(O)(=O)C. The product is [F:1][C:2]1[N:7]=[C:6]2[S:11][C:9]([NH2:10])=[N:8][C:5]2=[CH:4][CH:3]=1. The yield is 0.692. (2) The reactants are [F:1][C:2]1[CH:7]=[C:6]([N:8]2[CH:13]=[CH:12][CH:11]=[CH:10][C:9]2=[O:14])[CH:5]=[CH:4][C:3]=1[CH2:15][C:16]([C:18]1[N:22]([C:23]2[CH:28]=[CH:27][C:26]([O:29][CH3:30])=[CH:25][CH:24]=2)[N:21]=[C:20]([C:31]#[N:32])[CH:19]=1)=[O:17].S(O)(O)(=O)=[O:34].C(OCC)(=O)C. The catalyst is O. The product is [F:1][C:2]1[CH:7]=[C:6]([N:8]2[CH:13]=[CH:12][CH:11]=[CH:10][C:9]2=[O:14])[CH:5]=[CH:4][C:3]=1[CH2:15][C:16]([C:18]1[N:22]([C:23]2[CH:24]=[CH:25][C:26]([O:29][CH3:30])=[CH:27][CH:28]=2)[N:21]=[C:20]([C:31]([NH2:32])=[O:34])[CH:19]=1)=[O:17]. The yield is 0.410. (3) The reactants are [O:1]1[C:5]2([CH2:10][CH2:9][C:8](=O)[CH2:7][CH2:6]2)[O:4][CH2:3][CH2:2]1.[C:12]([CH2:14][C:15]([O:17][CH2:18][CH3:19])=[O:16])#[N:13].C(O)(=O)C. The catalyst is C1(C)C=CC=CC=1. The product is [C:12]([C:14](=[C:8]1[CH2:9][CH2:10][C:5]2([O:4][CH2:3][CH2:2][O:1]2)[CH2:6][CH2:7]1)[C:15]([O:17][CH2:18][CH3:19])=[O:16])#[N:13]. The yield is 0.570.